From a dataset of NCI-60 drug combinations with 297,098 pairs across 59 cell lines. Regression. Given two drug SMILES strings and cell line genomic features, predict the synergy score measuring deviation from expected non-interaction effect. (1) Drug 1: CCC1(CC2CC(C3=C(CCN(C2)C1)C4=CC=CC=C4N3)(C5=C(C=C6C(=C5)C78CCN9C7C(C=CC9)(C(C(C8N6C)(C(=O)OC)O)OC(=O)C)CC)OC)C(=O)OC)O.OS(=O)(=O)O. Drug 2: CCC1(C2=C(COC1=O)C(=O)N3CC4=CC5=C(C=CC(=C5CN(C)C)O)N=C4C3=C2)O.Cl. Cell line: KM12. Synergy scores: CSS=31.3, Synergy_ZIP=-6.96, Synergy_Bliss=-2.66, Synergy_Loewe=-4.36, Synergy_HSA=0.641. (2) Drug 1: CN1CCC(CC1)COC2=C(C=C3C(=C2)N=CN=C3NC4=C(C=C(C=C4)Br)F)OC. Drug 2: CC(CN1CC(=O)NC(=O)C1)N2CC(=O)NC(=O)C2. Cell line: SK-OV-3. Synergy scores: CSS=19.7, Synergy_ZIP=-8.09, Synergy_Bliss=0.226, Synergy_Loewe=-12.4, Synergy_HSA=1.75. (3) Drug 1: CC1=C(C=C(C=C1)NC(=O)C2=CC=C(C=C2)CN3CCN(CC3)C)NC4=NC=CC(=N4)C5=CN=CC=C5. Drug 2: CN1C2=C(C=C(C=C2)N(CCCl)CCCl)N=C1CCCC(=O)O.Cl. Cell line: NCI-H322M. Synergy scores: CSS=0.486, Synergy_ZIP=-0.656, Synergy_Bliss=-2.08, Synergy_Loewe=-1.65, Synergy_HSA=-3.17. (4) Cell line: HOP-92. Synergy scores: CSS=30.1, Synergy_ZIP=-9.10, Synergy_Bliss=-0.747, Synergy_Loewe=-0.252, Synergy_HSA=-0.750. Drug 2: C#CCC(CC1=CN=C2C(=N1)C(=NC(=N2)N)N)C3=CC=C(C=C3)C(=O)NC(CCC(=O)O)C(=O)O. Drug 1: CCC1=CC2CC(C3=C(CN(C2)C1)C4=CC=CC=C4N3)(C5=C(C=C6C(=C5)C78CCN9C7C(C=CC9)(C(C(C8N6C)(C(=O)OC)O)OC(=O)C)CC)OC)C(=O)OC.C(C(C(=O)O)O)(C(=O)O)O. (5) Drug 1: CC12CCC3C(C1CCC2=O)CC(=C)C4=CC(=O)C=CC34C. Drug 2: COC1=C2C(=CC3=C1OC=C3)C=CC(=O)O2. Cell line: HCT-15. Synergy scores: CSS=17.7, Synergy_ZIP=2.04, Synergy_Bliss=1.75, Synergy_Loewe=-2.56, Synergy_HSA=0.392. (6) Drug 1: C1=CC(=CC=C1CC(C(=O)O)N)N(CCCl)CCCl.Cl. Synergy scores: CSS=0.153, Synergy_ZIP=-3.79, Synergy_Bliss=-4.89, Synergy_Loewe=-7.95, Synergy_HSA=-7.87. Drug 2: CCCCC(=O)OCC(=O)C1(CC(C2=C(C1)C(=C3C(=C2O)C(=O)C4=C(C3=O)C=CC=C4OC)O)OC5CC(C(C(O5)C)O)NC(=O)C(F)(F)F)O. Cell line: SNB-19. (7) Drug 1: CN(C)N=NC1=C(NC=N1)C(=O)N. Drug 2: C1=NC(=NC(=O)N1C2C(C(C(O2)CO)O)O)N. Cell line: HCT116. Synergy scores: CSS=15.5, Synergy_ZIP=-5.92, Synergy_Bliss=-2.40, Synergy_Loewe=-1.06, Synergy_HSA=-0.482. (8) Drug 1: C1CCN(CC1)CCOC2=CC=C(C=C2)C(=O)C3=C(SC4=C3C=CC(=C4)O)C5=CC=C(C=C5)O. Drug 2: C1=CC(=CC=C1CCC2=CNC3=C2C(=O)NC(=N3)N)C(=O)NC(CCC(=O)O)C(=O)O. Cell line: TK-10. Synergy scores: CSS=37.2, Synergy_ZIP=1.74, Synergy_Bliss=-2.23, Synergy_Loewe=-12.9, Synergy_HSA=-1.80. (9) Drug 1: CCC1=CC2CC(C3=C(CN(C2)C1)C4=CC=CC=C4N3)(C5=C(C=C6C(=C5)C78CCN9C7C(C=CC9)(C(C(C8N6C)(C(=O)OC)O)OC(=O)C)CC)OC)C(=O)OC.C(C(C(=O)O)O)(C(=O)O)O. Drug 2: CCN(CC)CCCC(C)NC1=C2C=C(C=CC2=NC3=C1C=CC(=C3)Cl)OC. Cell line: SN12C. Synergy scores: CSS=39.6, Synergy_ZIP=-1.23, Synergy_Bliss=4.77, Synergy_Loewe=-2.07, Synergy_HSA=4.97.